This data is from Catalyst prediction with 721,799 reactions and 888 catalyst types from USPTO. The task is: Predict which catalyst facilitates the given reaction. (1) Reactant: [Si:1]([O:8][CH2:9][C:10]1([CH3:38])[S:16][CH2:15][CH2:14][N:13]2[C:17]([C:20]3([C:23]4[CH:28]=[CH:27][C:26](B5OC(C)(C)C(C)(C)O5)=[CH:25][CH:24]=4)[CH2:22][CH2:21]3)=[N:18][N:19]=[C:12]2[CH2:11]1)([C:4]([CH3:7])([CH3:6])[CH3:5])([CH3:3])[CH3:2].Br[C:40]1[S:41][CH:42]=[CH:43][N:44]=1.C(=O)([O-])[O-].[K+].[K+].C(=O)([O-])O.[Na+]. Product: [Si:1]([O:8][CH2:9][C:10]1([CH3:38])[S:16][CH2:15][CH2:14][N:13]2[C:17]([C:20]3([C:23]4[CH:28]=[CH:27][C:26]([C:40]5[S:41][CH:42]=[CH:43][N:44]=5)=[CH:25][CH:24]=4)[CH2:22][CH2:21]3)=[N:18][N:19]=[C:12]2[CH2:11]1)([C:4]([CH3:5])([CH3:6])[CH3:7])([CH3:2])[CH3:3]. The catalyst class is: 437. (2) Reactant: [CH3:1][C:2]([CH3:38])([CH2:28][O:29]COCC[Si](C)(C)C)[CH2:3][NH:4][C:5]([C:7]1[C:15]2[C:10](=[N:11][CH:12]=[C:13]([C:16]([F:19])([F:18])[F:17])[N:14]=2)[N:9](COCC[Si](C)(C)C)[CH:8]=1)=[O:6].Cl.C(=O)(O)[O-].[Na+]. Product: [OH:29][CH2:28][C:2]([CH3:38])([CH3:1])[CH2:3][NH:4][C:5]([C:7]1[C:15]2[C:10](=[N:11][CH:12]=[C:13]([C:16]([F:18])([F:19])[F:17])[N:14]=2)[NH:9][CH:8]=1)=[O:6]. The catalyst class is: 5. (3) Reactant: [CH:1]([C:3]1[CH:8]=[CH:7][CH:6]=[CH:5][C:4]=1[C:9]1[O:13][N:12]=[C:11]([C:14]2[N:15]=[C:16](C3CCN(C(OC(C)(C)C)=O)CC3)[S:17][CH:18]=2)[CH:10]=1)=[O:2].[ClH:32].O1[CH2:38][CH2:37]OCC1. Product: [Cl-:32].[CH:1]([C:3]1[CH:8]=[CH:7][CH:6]=[CH:5][C:4]=1[C:9]1[O:13][N:12]=[C:11]([C:14]2[N:15]=[C:16]([NH+:12]3[CH2:38][CH2:37][CH2:9][CH2:10][CH2:11]3)[S:17][CH:18]=2)[CH:10]=1)=[O:2]. The catalyst class is: 4. (4) Reactant: [S:1]1[C:5]2[CH:6]=[CH:7][CH:8]=[CH:9][C:4]=2[N:3]=[C:2]1[NH:10][C:11](=[O:20])[C:12]1[CH:17]=[C:16]([F:18])[CH:15]=[C:14]([F:19])[CH:13]=1.C(=O)([O-])[O-].[K+].[K+].Br[CH:28]([CH3:34])[C:29]([O:31][CH2:32][CH3:33])=[O:30]. The catalyst class is: 35. Product: [F:19][C:14]1[CH:13]=[C:12]([CH:17]=[C:16]([F:18])[CH:15]=1)[C:11]([N:10]=[C:2]1[N:3]([CH:28]([CH3:34])[C:29]([O:31][CH2:32][CH3:33])=[O:30])[C:4]2[CH:9]=[CH:8][CH:7]=[CH:6][C:5]=2[S:1]1)=[O:20].